This data is from Full USPTO retrosynthesis dataset with 1.9M reactions from patents (1976-2016). The task is: Predict the reactants needed to synthesize the given product. (1) Given the product [CH3:1][C:2]1[CH:7]=[CH:6][C:5]([P:8]([Cl:29])([C:11](=[O:18])[C:12]2[CH:17]=[CH:16][CH:15]=[CH:14][CH:13]=2)=[O:9])=[C:4]([CH3:19])[C:3]=1[CH3:20], predict the reactants needed to synthesize it. The reactants are: [CH3:1][C:2]1[CH:7]=[CH:6][C:5]([P:8]([C:11](=[O:18])[C:12]2[CH:17]=[CH:16][CH:15]=[CH:14][CH:13]=2)(=O)[OH:9])=[C:4]([CH3:19])[C:3]=1[CH3:20].N1C=CC=CC=1.S(Cl)([Cl:29])=O. (2) Given the product [CH:1]1([N:5]([C:6]2[CH:11]=[CH:10][CH:9]=[C:8]([F:12])[CH:7]=2)[S:26]([C:23]2[CH:24]=[CH:25][C:20]([F:19])=[CH:21][CH:22]=2)(=[O:28])=[O:27])[CH2:4][CH2:3][CH2:2]1, predict the reactants needed to synthesize it. The reactants are: [CH:1]1([NH:5][C:6]2[CH:11]=[CH:10][CH:9]=[C:8]([F:12])[CH:7]=2)[CH2:4][CH2:3][CH2:2]1.N1C=CC=CC=1.[F:19][C:20]1[CH:25]=[CH:24][C:23]([S:26](Cl)(=[O:28])=[O:27])=[CH:22][CH:21]=1.Cl. (3) Given the product [CH2:18]([N:17]([CH2:20][CH3:21])[C:15](=[O:16])[CH:14]([N:11]1[CH2:12][CH2:13][N:8]([C:5]2[CH:6]=[CH:7][C:2]([C:29]3[CH:34]=[CH:33][CH:32]=[CH:31][CH:30]=3)=[CH:3][C:4]=2[F:28])[CH2:9][CH2:10]1)[C:22]1[CH:27]=[CH:26][CH:25]=[CH:24][CH:23]=1)[CH3:19], predict the reactants needed to synthesize it. The reactants are: Br[C:2]1[CH:7]=[CH:6][C:5]([N:8]2[CH2:13][CH2:12][N:11]([CH:14]([C:22]3[CH:27]=[CH:26][CH:25]=[CH:24][CH:23]=3)[C:15]([N:17]([CH2:20][CH3:21])[CH2:18][CH3:19])=[O:16])[CH2:10][CH2:9]2)=[C:4]([F:28])[CH:3]=1.[C:29]1(B(O)O)[CH:34]=[CH:33][CH:32]=[CH:31][CH:30]=1.P([O-])([O-])([O-])=O.[K+].[K+].[K+].